From a dataset of TCR-epitope binding with 47,182 pairs between 192 epitopes and 23,139 TCRs. Binary Classification. Given a T-cell receptor sequence (or CDR3 region) and an epitope sequence, predict whether binding occurs between them. (1) The epitope is GLIYNRMGAVTTEV. The TCR CDR3 sequence is CASRPQQGHNSPLHF. Result: 0 (the TCR does not bind to the epitope). (2) The epitope is FSKQLQQSM. The TCR CDR3 sequence is CASSQAALEAMSNEQFF. Result: 0 (the TCR does not bind to the epitope).